From a dataset of Reaction yield outcomes from USPTO patents with 853,638 reactions. Predict the reaction yield, written as a fraction of the theoretical maximum amount of product (1.0 means a 100% yield; for example, 0.34 means a 34% yield). (1) The reactants are [CH2:1]([O:3][C:4](=[O:22])[CH2:5][CH:6]([C:15]1[CH:16]=[N:17][C:18]([CH3:21])=[N:19][CH:20]=1)[CH2:7][CH2:8][CH2:9][CH2:10][CH2:11][CH2:12][CH2:13][NH2:14])[CH3:2].Cl[C:24]1[N:29]=[CH:28][CH:27]=[CH:26][N:25]=1.C(N(CC)C(C)C)(C)C. The catalyst is C(O)C. The product is [O-:3][CH2:1][CH3:2].[NH4+:14].[CH2:1]([O:3][C:4](=[O:22])[CH2:5][CH:6]([C:15]1[CH:16]=[N:17][C:18]([CH3:21])=[N:19][CH:20]=1)[CH2:7][CH2:8][CH2:9][CH2:10][CH2:11][CH2:12][CH2:13][NH:14][C:24]1[N:29]=[CH:28][CH:27]=[CH:26][N:25]=1)[CH3:2]. The yield is 0.0100. (2) The reactants are [NH2:1][C:2]1[CH:18]=[C:17]([CH3:19])[CH:16]=[CH:15][C:3]=1[C:4]([NH:6][CH:7]1[CH2:12][CH2:11][C:10](=[O:13])[NH:9][C:8]1=[O:14])=[O:5].[C:20]1(C)C=CC(S(O)(=O)=O)=CC=1. The catalyst is C(OC)(OC)OC. The product is [CH3:19][C:17]1[CH:18]=[C:2]2[C:3]([C:4](=[O:5])[N:6]([CH:7]3[CH2:12][CH2:11][C:10](=[O:13])[NH:9][C:8]3=[O:14])[CH:20]=[N:1]2)=[CH:15][CH:16]=1. The yield is 0.850. (3) The reactants are [C:1]1([CH:11]([C:13]2[CH:18]=[CH:17][CH:16]=[CH:15][CH:14]=2)O)[C:10]2[C:5](=[CH:6][CH:7]=[CH:8][CH:9]=2)[CH:4]=[CH:3][CH:2]=1.P(Br)(Br)[Br:20].O. The catalyst is C(OCC)C. The product is [Br:20][CH:11]([C:13]1[CH:18]=[CH:17][CH:16]=[CH:15][CH:14]=1)[C:1]1[C:10]2[C:5](=[CH:6][CH:7]=[CH:8][CH:9]=2)[CH:4]=[CH:3][CH:2]=1. The yield is 0.920. (4) The reactants are [NH2:1][C:2]1[N:7]=[C:6]([C:8]2[O:9][CH:10]=[CH:11][CH:12]=2)[C:5]([C:13]2[CH:14]=[CH:15][C:16](=[O:19])[NH:17][CH:18]=2)=[CH:4][N:3]=1.C(=O)([O-])[O-].[K+].[K+].[CH2:26](I)[CH2:27][CH3:28]. The catalyst is CO. The product is [NH2:1][C:2]1[N:7]=[C:6]([C:8]2[O:9][CH:10]=[CH:11][CH:12]=2)[C:5]([C:13]2[CH:14]=[CH:15][C:16](=[O:19])[N:17]([CH2:26][CH2:27][CH3:28])[CH:18]=2)=[CH:4][N:3]=1. The yield is 0.410. (5) The reactants are [O:1]=[C:2]1[NH:7][C:6]2[N:8]=[CH:9][CH:10]=[CH:11][C:5]=2[CH2:4][N:3]1[CH:12]1[CH2:17][CH2:16][N:15](C(OC(C)(C)C)=O)[CH2:14][CH2:13]1.[ClH:25]. The catalyst is O1CCOCC1. The product is [ClH:25].[ClH:25].[NH:15]1[CH2:14][CH2:13][CH:12]([N:3]2[CH2:4][C:5]3[CH:11]=[CH:10][CH:9]=[N:8][C:6]=3[NH:7][C:2]2=[O:1])[CH2:17][CH2:16]1. The yield is 0.620. (6) The reactants are [Cl-].O[NH3+:3].[C:4](=[O:7])([O-])[OH:5].[Na+].CS(C)=O.[CH2:13]([C:17]1[N:18]([CH2:35][C:36]2[CH:41]=[CH:40][C:39]([C:42]3[C:43]([C:48]#[N:49])=[CH:44][CH:45]=[CH:46][CH:47]=3)=[CH:38][CH:37]=2)[C:19](=[O:34])[C:20]([C:24]2[CH:29]=[CH:28][C:27]([O:30][CH:31]([CH3:33])[CH3:32])=[CH:26][CH:25]=2)=[C:21]([CH3:23])[N:22]=1)[CH2:14][CH2:15][CH3:16]. The catalyst is C(OCC)(=O)C. The product is [CH2:13]([C:17]1[N:18]([CH2:35][C:36]2[CH:37]=[CH:38][C:39]([C:42]3[CH:47]=[CH:46][CH:45]=[CH:44][C:43]=3[C:48]3[NH:3][C:4](=[O:7])[O:5][N:49]=3)=[CH:40][CH:41]=2)[C:19](=[O:34])[C:20]([C:24]2[CH:25]=[CH:26][C:27]([O:30][CH:31]([CH3:32])[CH3:33])=[CH:28][CH:29]=2)=[C:21]([CH3:23])[N:22]=1)[CH2:14][CH2:15][CH3:16]. The yield is 0.780. (7) The product is [Cl:1][C:2]1[N:11]=[CH:10][C:9]2[CH2:8][CH2:7][CH2:6][CH:5]([C:13]3[CH:18]=[CH:17][CH:16]=[CH:15][CH:14]=3)[C:4]=2[N:3]=1. The catalyst is CC(C)=O.O.[Zn]. The reactants are [Cl:1][C:2]1[N:11]=[C:10](Cl)[C:9]2[CH2:8][CH2:7][CH2:6][CH:5]([C:13]3[CH:18]=[CH:17][CH:16]=[CH:15][CH:14]=3)[C:4]=2[N:3]=1.[Cl-].[NH4+]. The yield is 0.524. (8) The reactants are [N:1]1([CH2:7][CH2:8][CH2:9][CH2:10][NH:11][C:12]([CH:14]2[CH2:19][CH2:18][CH2:17][CH2:16][CH2:15]2)=[O:13])[CH2:6][CH2:5][NH:4][CH2:3][CH2:2]1.Cl[C:21]1[CH:26]=[CH:25][CH:24]=[C:23]([N+:27]([O-:29])=[O:28])[N:22]=1. The catalyst is C(#N)C.C(N(C(C)C)CC)(C)C. The product is [N+:27]([C:23]1[N:22]=[C:21]([N:4]2[CH2:5][CH2:6][N:1]([CH2:7][CH2:8][CH2:9][CH2:10][NH:11][C:12]([CH:14]3[CH2:19][CH2:18][CH2:17][CH2:16][CH2:15]3)=[O:13])[CH2:2][CH2:3]2)[CH:26]=[CH:25][CH:24]=1)([O-:29])=[O:28]. The yield is 0.150. (9) The reactants are C(OC([N:8]1[CH2:12][CH2:11][CH2:10][C@@H:9]1[CH2:13][O:14][C:15]1[CH:20]=[CH:19][C:18]([O:21][C:22]2[CH:27]=[CH:26][CH:25]=[CH:24][CH:23]=2)=[CH:17][CH:16]=1)=O)(C)(C)C.Cl. The catalyst is O1CCOCC1. The product is [O:21]([C:18]1[CH:19]=[CH:20][C:15]([O:14][CH2:13][C@H:9]2[CH2:10][CH2:11][CH2:12][NH:8]2)=[CH:16][CH:17]=1)[C:22]1[CH:23]=[CH:24][CH:25]=[CH:26][CH:27]=1. The yield is 0.950. (10) The reactants are [CH2:1]([S:3]([C:6]1[CH:14]=[CH:13][C:9]([C:10]([OH:12])=[O:11])=[CH:8][C:7]=1[F:15])(=[O:5])=[O:4])[CH3:2].[N+:16]([O-])([OH:18])=[O:17]. The catalyst is OS(O)(=O)=O. The product is [CH2:1]([S:3]([C:6]1[C:7]([F:15])=[CH:8][C:9]([C:10]([OH:12])=[O:11])=[C:13]([N+:16]([O-:18])=[O:17])[CH:14]=1)(=[O:4])=[O:5])[CH3:2]. The yield is 0.890.